From a dataset of Catalyst prediction with 721,799 reactions and 888 catalyst types from USPTO. Predict which catalyst facilitates the given reaction. Reactant: [CH:1]1([O:5][C@H:6]([CH3:32])[C@@H:7]([C:28]([O:30][CH3:31])=[O:29])[NH:8][C:9]([C:11]2[CH:16]=[CH:15][C:14]([C:17]3[CH:22]=[CH:21][C:20]([F:23])=[C:19]([F:24])[CH:18]=3)=[CH:13][C:12]=2[N+:25]([O-])=O)=[O:10])[CH2:4][CH2:3][CH2:2]1.[Cl-].[NH4+].[In]. Product: [NH2:25][C:12]1[CH:13]=[C:14]([C:17]2[CH:22]=[CH:21][C:20]([F:23])=[C:19]([F:24])[CH:18]=2)[CH:15]=[CH:16][C:11]=1[C:9]([NH:8][C@H:7]([C:28]([O:30][CH3:31])=[O:29])[C@@H:6]([CH3:32])[O:5][CH:1]1[CH2:2][CH2:3][CH2:4]1)=[O:10]. The catalyst class is: 815.